This data is from Reaction yield outcomes from USPTO patents with 853,638 reactions. The task is: Predict the reaction yield, written as a fraction of the theoretical maximum amount of product (1.0 means a 100% yield; for example, 0.34 means a 34% yield). The reactants are [CH2:1]([O:3][CH:4]([O:14][CH2:15][CH3:16])[CH2:5][O:6][C:7]1[N:12]=[CH:11][C:10](F)=[CH:9][N:8]=1)[CH3:2].CC(C)([O-])C.[K+].CN(C)C(=O)C.[CH3:29][N:30]1[CH:34]=[CH:33][C:32]([NH:35][C:36]2[C:45]3[C:40](=[CH:41][CH:42]=[C:43]([OH:46])[CH:44]=3)[N:39]=[CH:38][N:37]=2)=[N:31]1. The catalyst is O. The product is [CH2:1]([O:3][CH:4]([O:14][CH2:15][CH3:16])[CH2:5][O:6][C:7]1[N:12]=[CH:11][C:10]([O:46][C:43]2[CH:44]=[C:45]3[C:40](=[CH:41][CH:42]=2)[N:39]=[CH:38][N:37]=[C:36]3[NH:35][C:32]2[CH:33]=[CH:34][N:30]([CH3:29])[N:31]=2)=[CH:9][N:8]=1)[CH3:2]. The yield is 0.370.